This data is from Reaction yield outcomes from USPTO patents with 853,638 reactions. The task is: Predict the reaction yield, written as a fraction of the theoretical maximum amount of product (1.0 means a 100% yield; for example, 0.34 means a 34% yield). (1) The reactants are [NH2:1][CH2:2][CH:3]1[O:7]C(C)(C)[O:5][CH:4]1[CH2:10][N:11]([C:23]1[CH:28]=[CH:27][N:26]=[C:25]([NH:29][CH:30]([CH3:32])[CH3:31])[N:24]=1)[C:12]([C:14]1[CH:15]=[CH:16][C:17]2[O:21][CH2:20][CH2:19][C:18]=2[CH:22]=1)=[O:13].Cl. The catalyst is C(Cl)Cl. The product is [NH2:1][CH2:2][CH:3]([OH:7])[CH:4]([OH:5])[CH2:10][N:11]([C:23]1[CH:28]=[CH:27][N:26]=[C:25]([NH:29][CH:30]([CH3:31])[CH3:32])[N:24]=1)[C:12]([C:14]1[CH:15]=[CH:16][C:17]2[O:21][CH2:20][CH2:19][C:18]=2[CH:22]=1)=[O:13]. The yield is 0.580. (2) The yield is 0.430. The catalyst is ClCCl. The reactants are [CH3:1][C:2]1[CH:7]=[CH:6][C:5]([S:8]([O:11][C:12]2[CH:13]=[CH:14][CH:15]=[C:16]3[C:21]=2[C:20]([S:22]([O-:25])(=[O:24])=[O:23])=[CH:19][CH:18]=[CH:17]3)(=[O:10])=[O:9])=[CH:4][CH:3]=1.[Na+].[Cl-].[C:28]1([S+:34]([C:41]2[CH:46]=[CH:45][CH:44]=[CH:43][CH:42]=2)[C:35]2[CH:40]=[CH:39][CH:38]=[CH:37][CH:36]=2)[CH:33]=[CH:32][CH:31]=[CH:30][CH:29]=1. The product is [CH3:1][C:2]1[CH:3]=[CH:4][C:5]([S:8]([O:11][C:12]2[CH:13]=[CH:14][CH:15]=[C:16]3[C:21]=2[C:20]([S:22]([O-:25])(=[O:24])=[O:23])=[CH:19][CH:18]=[CH:17]3)(=[O:9])=[O:10])=[CH:6][CH:7]=1.[C:41]1([S+:34]([C:28]2[CH:29]=[CH:30][CH:31]=[CH:32][CH:33]=2)[C:35]2[CH:40]=[CH:39][CH:38]=[CH:37][CH:36]=2)[CH:42]=[CH:43][CH:44]=[CH:45][CH:46]=1. (3) The reactants are Br[C:2]1[CH:3]=[C:4]2[C:9](=[N:10][CH:11]=1)[NH:8][C:7](=[O:12])[CH2:6][CH2:5]2.[CH3:13][N:14]([CH3:33])[CH2:15][CH2:16][N:17]1[C:25]2[C:20](=[CH:21][CH:22]=[CH:23][CH:24]=2)[C:19]([CH2:26][N:27]([CH3:32])[C:28](=[O:31])[CH:29]=[CH2:30])=[CH:18]1.C1(C)C=CC=CC=1P(C1C=CC=CC=1C)C1C=CC=CC=1C.C(N(C(C)C)CC)(C)C. The catalyst is C(#N)CC.CC([O-])=O.CC([O-])=O.[Pd+2]. The product is [CH3:33][N:14]([CH3:13])[CH2:15][CH2:16][N:17]1[C:25]2[C:20](=[CH:21][CH:22]=[CH:23][CH:24]=2)[C:19]([CH2:26][N:27]([CH3:32])[C:28](=[O:31])/[CH:29]=[CH:30]/[C:2]2[CH:11]=[N:10][C:9]3[NH:8][C:7](=[O:12])[CH2:6][CH2:5][C:4]=3[CH:3]=2)=[CH:18]1. The yield is 0.130. (4) The reactants are Br[C:2]1[N:7]=[C:6]2[N:8]([CH2:11][C:12]3[CH:28]=[CH:27][C:15]4[N:16]=[C:17]([NH:19][C@@H:20]5[CH2:25][CH2:24][CH2:23][CH2:22][C@H:21]5[OH:26])[S:18][C:14]=4[CH:13]=3)[CH:9]=[N:10][C:5]2=[CH:4][CH:3]=1.[CH3:29][N:30](C=O)C. The catalyst is [C-]#N.[Zn+2].[C-]#N.C1(P(C2C=CC=CC=2)[C-]2C=CC=C2)C=CC=CC=1.[C-]1(P(C2C=CC=CC=2)C2C=CC=CC=2)C=CC=C1.[Fe+2].[Pd].[Pd].C(=CC(C=CC1C=CC=CC=1)=O)C1C=CC=CC=1.C(=CC(C=CC1C=CC=CC=1)=O)C1C=CC=CC=1.C(=CC(C=CC1C=CC=CC=1)=O)C1C=CC=CC=1. The product is [OH:26][C@@H:21]1[CH2:22][CH2:23][CH2:24][CH2:25][C@H:20]1[NH:19][C:17]1[S:18][C:14]2[CH:13]=[C:12]([CH2:11][N:8]3[C:6]4=[N:7][C:2]([C:29]#[N:30])=[CH:3][CH:4]=[C:5]4[N:10]=[CH:9]3)[CH:28]=[CH:27][C:15]=2[N:16]=1. The yield is 0.390. (5) The yield is 0.840. The product is [Br:29][C:10]1[CH:9]=[CH:8][C:7]2[N:6]([CH2:15][CH2:16][O:17][CH2:18][CH2:19][O:20][CH3:21])[C:5]3[C:13]([C:12]=2[CH:11]=1)=[CH:14][C:2]([F:1])=[CH:3][CH:4]=3. The reactants are [F:1][C:2]1[CH:3]=[CH:4][C:5]2[N:6]([CH2:15][CH2:16][O:17][CH2:18][CH2:19][O:20][CH3:21])[C:7]3[C:12]([C:13]=2[CH:14]=1)=[CH:11][CH:10]=[CH:9][CH:8]=3.C1C(=O)N([Br:29])C(=O)C1. The catalyst is C(Cl)(Cl)Cl. (6) The catalyst is CN(C=O)C.O.Cl. The reactants are [CH:1]1([C:7]2[C:8]3[CH:9]=[CH:10][C:11]([C:30](=[O:38])[NH:31][S:32]([N:35]([CH3:37])[CH3:36])(=[O:34])=[O:33])=[CH:12][C:13]=3[N:14]3[CH2:20][C:19]([C:21](O)=[O:22])=[CH:18][C:17]4[CH:24]=[C:25]([O:28][CH3:29])[CH:26]=[CH:27][C:16]=4[C:15]=23)[CH2:6][CH2:5][CH2:4][CH2:3][CH2:2]1.[CH2:39]([N:46]1[CH2:51][C@H:50]([CH3:52])[NH:49][C@H:48]([CH3:53])[CH2:47]1)[C:40]1[CH:45]=[CH:44][CH:43]=[CH:42][CH:41]=1.C(N(C(C)C)CC)(C)C.CN(C(ON1N=NC2C=CC=NC1=2)=[N+](C)C)C.F[P-](F)(F)(F)(F)F. The yield is 0.140. The product is [CH2:39]([N:46]1[CH2:47][C@H:48]([CH3:53])[N:49]([C:21]([C:19]2[CH2:20][N:14]3[C:13]4[CH:12]=[C:11]([C:30]([NH:31][S:32]([N:35]([CH3:37])[CH3:36])(=[O:34])=[O:33])=[O:38])[CH:10]=[CH:9][C:8]=4[C:7]([CH:1]4[CH2:6][CH2:5][CH2:4][CH2:3][CH2:2]4)=[C:15]3[C:16]3[CH:27]=[CH:26][C:25]([O:28][CH3:29])=[CH:24][C:17]=3[CH:18]=2)=[O:22])[C@H:50]([CH3:52])[CH2:51]1)[C:40]1[CH:41]=[CH:42][CH:43]=[CH:44][CH:45]=1.